The task is: Predict the reaction yield, written as a fraction of the theoretical maximum amount of product (1.0 means a 100% yield; for example, 0.34 means a 34% yield).. This data is from Reaction yield outcomes from USPTO patents with 853,638 reactions. (1) The reactants are [CH3:1][C:2]1([CH3:9])[C:6]([CH3:8])([CH3:7])[O:5][BH:4][O:3]1.[CH2:10]([O:12][C:13]#[CH:14])[CH3:11]. The catalyst is ClCCl.[Cl-].C1([Zr+2]C2C=CC=C2)C=CC=C1.[Cl-]. The product is [CH2:13]([O:12]/[CH:10]=[CH:11]/[B:4]1[O:5][C:6]([CH3:8])([CH3:7])[C:2]([CH3:9])([CH3:1])[O:3]1)[CH3:14]. The yield is 0.781. (2) The reactants are F[C:2](F)(F)[C:3]([NH:5][CH2:6][CH2:7][C:8]1[S:9][CH:10]=[CH:11][CH:12]=1)=O.O=P12OP3(OP(OP(O3)(O1)=O)(=O)O2)=O. No catalyst specified. The product is [CH3:2][C:3]1[C:12]2[CH:11]=[CH:10][S:9][C:8]=2[CH2:7][CH2:6][N:5]=1. The yield is 0.250. (3) The reactants are Cl.[NH2:2][CH:3]1[CH2:8][CH2:7][CH:6]([N:9]2[C:21]3[C:20]4[N:19]=[C:18]([S:22][CH3:23])[N:17]=[CH:16][C:15]=4[CH:14]=[CH:13][C:12]=3[C:11]([C:24]([NH2:26])=[O:25])=[N:10]2)[CH2:5][CH2:4]1.[CH2:27]([N:29]=[C:30]=[O:31])[CH3:28].CCN(C(C)C)C(C)C.C([O-])(O)=O.[Na+]. The catalyst is CN(C)C=O.C(OCC)(=O)C. The product is [CH2:27]([NH:29][C:30]([NH:2][CH:3]1[CH2:8][CH2:7][CH:6]([N:9]2[C:21]3[C:20]4[N:19]=[C:18]([S:22][CH3:23])[N:17]=[CH:16][C:15]=4[CH:14]=[CH:13][C:12]=3[C:11]([C:24]([NH2:26])=[O:25])=[N:10]2)[CH2:5][CH2:4]1)=[O:31])[CH3:28]. The yield is 0.110. (4) The reactants are Cl[C:2]1[CH:11]=[CH:10][C:5]([C:6]([NH:8][CH3:9])=[O:7])=[CH:4][N:3]=1.[CH3:12][N:13]1[CH2:18][CH2:17][NH:16][CH2:15][CH2:14]1. No catalyst specified. The product is [CH3:9][NH:8][C:6](=[O:7])[C:5]1[CH:10]=[CH:11][C:2]([N:16]2[CH2:17][CH2:18][N:13]([CH3:12])[CH2:14][CH2:15]2)=[N:3][CH:4]=1. The yield is 0.970. (5) The reactants are [N:1]1[CH:2]=[CH:3][N:4]2[CH:9]=[CH:8][C:7]([C:10]([OH:12])=O)=[CH:6][C:5]=12.[NH:13]1[CH2:18][CH2:17][CH2:16][C@@H:15]2[C:19]3[CH:20]=[CH:21][CH:22]=[CH:23][C:24]=3[CH2:25][C@H:14]12.F[P-](F)(F)(F)(F)F.N1(OC(N(C)C)=[N+](C)C)C2N=CC=CC=2N=N1. No catalyst specified. The product is [N:13]1([C:10]([C:7]2[CH:8]=[CH:9][N:4]3[CH:3]=[CH:2][N:1]=[C:5]3[CH:6]=2)=[O:12])[CH2:18][CH2:17][CH2:16][C@@H:15]2[C:19]3[CH:20]=[CH:21][CH:22]=[CH:23][C:24]=3[CH2:25][C@H:14]12. The yield is 0.180. (6) The reactants are [Br:1][C:2]1[CH:7]=[CH:6][C:5]([C:8]#[CH:9])=[C:4]([F:10])[CH:3]=1.[Li+].CC([N-]C(C)C)C.C1CCCCC1.Cl[C:26]([O:28][CH2:29][CH3:30])=[O:27]. The catalyst is C1COCC1. The product is [CH2:29]([O:28][C:26](=[O:27])[C:9]#[C:8][C:5]1[CH:6]=[CH:7][C:2]([Br:1])=[CH:3][C:4]=1[F:10])[CH3:30]. The yield is 0.460.